Dataset: Reaction yield outcomes from USPTO patents with 853,638 reactions. Task: Predict the reaction yield, written as a fraction of the theoretical maximum amount of product (1.0 means a 100% yield; for example, 0.34 means a 34% yield). The reactants are [CH:1]([C:4]1[CH:9]=[CH:8][C:7]([C:10]2[CH:15]=[CH:14][N:13]=[CH:12][CH:11]=2)=[CH:6][CH:5]=1)([CH3:3])[CH3:2].ClC1C=C(C=CC=1)C(OO)=[O:21]. The catalyst is ClCCl. The product is [CH:1]([C:4]1[CH:9]=[CH:8][C:7]([C:10]2[CH:11]=[CH:12][N+:13]([O-:21])=[CH:14][CH:15]=2)=[CH:6][CH:5]=1)([CH3:3])[CH3:2]. The yield is 0.780.